Dataset: Forward reaction prediction with 1.9M reactions from USPTO patents (1976-2016). Task: Predict the product of the given reaction. (1) Given the reactants [C:1]([C:4]12[CH2:11][CH2:10][C:7]([NH:12][CH2:13][C:14]([N:16]3[CH2:20][C@@H:19]([F:21])[CH2:18][C@H:17]3[C:22]#[N:23])=[O:15])([CH2:8][CH2:9]1)[CH2:6][CH2:5]2)(O)=[O:2].[Cl:24][C:25]1[CH:31]=[C:30]([Cl:32])[CH:29]=[CH:28][C:26]=1[NH2:27], predict the reaction product. The product is: [Cl:24][C:25]1[CH:31]=[C:30]([Cl:32])[CH:29]=[CH:28][C:26]=1[NH:27][C:1]([C:4]12[CH2:5][CH2:6][C:7]([NH:12][CH2:13][C:14]([N:16]3[CH2:20][C@@H:19]([F:21])[CH2:18][C@H:17]3[C:22]#[N:23])=[O:15])([CH2:8][CH2:9]1)[CH2:10][CH2:11]2)=[O:2]. (2) Given the reactants [F:1][C:2]1[CH:21]=[CH:20][C:5]([CH2:6][N:7]2[C:15]3[C:10](=[CH:11][C:12]([N+:16]([O-])=O)=[CH:13][CH:14]=3)[C:9](=[O:19])[NH:8]2)=[CH:4][CH:3]=1, predict the reaction product. The product is: [NH2:16][C:12]1[CH:11]=[C:10]2[C:15](=[CH:14][CH:13]=1)[N:7]([CH2:6][C:5]1[CH:20]=[CH:21][C:2]([F:1])=[CH:3][CH:4]=1)[NH:8][C:9]2=[O:19]. (3) Given the reactants Cl[C:2]1[N:7]=[CH:6][C:5]([S:8]([N:11]2[CH2:16][CH2:15][N:14]([C:17]3[CH:22]=[CH:21][C:20]([C@@:23]([OH:29])([CH3:28])[C:24]([F:27])([F:26])[F:25])=[CH:19][CH:18]=3)[CH:13]([C:30]#[C:31][CH3:32])[CH2:12]2)(=[O:10])=[O:9])=[CH:4][CH:3]=1.[OH-].[NH4+:34], predict the reaction product. The product is: [NH2:34][C:2]1[N:7]=[CH:6][C:5]([S:8]([N:11]2[CH2:16][CH2:15][N:14]([C:17]3[CH:22]=[CH:21][C:20]([C@@:23]([OH:29])([CH3:28])[C:24]([F:27])([F:26])[F:25])=[CH:19][CH:18]=3)[CH:13]([C:30]#[C:31][CH3:32])[CH2:12]2)(=[O:10])=[O:9])=[CH:4][CH:3]=1. (4) Given the reactants [CH:1]1([C:7]([C:9]2[CH:14]=[CH:13][C:12]([C:15]3[NH:32][C:18]4[CH:19]=[N:20][C:21]([NH:23][C:24]([CH:26]5[CH2:31][CH2:30][CH2:29][CH2:28][CH2:27]5)=[O:25])=[CH:22][C:17]=4[N:16]=3)=[CH:11][CH:10]=2)=[O:8])[CH2:6][CH2:5][CH2:4][CH2:3][CH2:2]1.[CH3:33][S:34]([OH:37])(=O)=[O:35], predict the reaction product. The product is: [CH3:33][S:34]([NH2:16])(=[O:37])=[O:35].[CH3:33][S:34]([NH2:16])(=[O:37])=[O:35].[CH:1]1([C:7]([C:9]2[CH:10]=[CH:11][C:12]([C:15]3[NH:32][C:18]4[CH:19]=[N:20][C:21]([NH:23][C:24]([CH:26]5[CH2:27][CH2:28][CH2:29][CH2:30][CH2:31]5)=[O:25])=[CH:22][C:17]=4[N:16]=3)=[CH:13][CH:14]=2)=[O:8])[CH2:2][CH2:3][CH2:4][CH2:5][CH2:6]1. (5) Given the reactants [F:1][C:2]([F:15])([F:14])[C:3]1[CH:8]=[CH:7][C:6]([CH2:9][C:10]([O:12][CH3:13])=[O:11])=[CH:5][CH:4]=1.C1C(=O)N([Br:23])C(=O)C1.CC(N=NC(C#N)(C)C)(C#N)C, predict the reaction product. The product is: [Br:23][CH:9]([C:6]1[CH:5]=[CH:4][C:3]([C:2]([F:14])([F:15])[F:1])=[CH:8][CH:7]=1)[C:10]([O:12][CH3:13])=[O:11]. (6) Given the reactants [NH2:1][C:2]1[C:7]([Br:8])=[CH:6][C:5]([Br:9])=[CH:4][C:3]=1[S:10]([NH2:13])(=[O:12])=[O:11].[CH3:14][C:15](OC(C)=O)=O, predict the reaction product. The product is: [CH3:14][C:15]1[NH:13][S:10](=[O:12])(=[O:11])[C:3]2[CH:4]=[C:5]([Br:9])[CH:6]=[C:7]([Br:8])[C:2]=2[N:1]=1. (7) Given the reactants C([O:3][C:4]([C:6]1[C:15]2[C:10](=[CH:11][CH:12]=[N:13][CH:14]=2)[C:9](=[O:16])[N:8]([N:17]([C:21]([O:23][C:24]([CH3:27])([CH3:26])[CH3:25])=[O:22])[CH2:18][CH2:19][CH3:20])[C:7]=1[CH3:28])=[O:5])C.[OH-].[Na+].Cl, predict the reaction product. The product is: [C:24]([O:23][C:21]([N:17]([CH2:18][CH2:19][CH3:20])[N:8]1[C:7]([CH3:28])=[C:6]([C:4]([OH:5])=[O:3])[C:15]2[C:10](=[CH:11][CH:12]=[N:13][CH:14]=2)[C:9]1=[O:16])=[O:22])([CH3:27])([CH3:25])[CH3:26]. (8) Given the reactants [CH:1]([C:3]1[C:4]([O:12][CH2:13][C:14]2[CH:23]=[CH:22][C:17]([C:18]([O:20]C)=[O:19])=[CH:16][CH:15]=2)=[CH:5][CH:6]=[C:7]2[C:11]=1[NH:10][N:9]=[CH:8]2)=[O:2].[OH-].[Na+].Cl.C(OCC)(=O)C, predict the reaction product. The product is: [CH:1]([C:3]1[C:4]([O:12][CH2:13][C:14]2[CH:23]=[CH:22][C:17]([C:18]([OH:20])=[O:19])=[CH:16][CH:15]=2)=[CH:5][CH:6]=[C:7]2[C:11]=1[NH:10][N:9]=[CH:8]2)=[O:2]. (9) Given the reactants C([N:8]1[CH2:13][CH2:12][C:11]([CH2:15][C:16]2[CH:21]=[CH:20][C:19]([F:22])=[CH:18][CH:17]=2)([OH:14])[CH2:10][CH2:9]1)C1C=CC=CC=1.[C:23](O)(=[O:25])[CH3:24], predict the reaction product. The product is: [C:23]([O:14][C:11]1([CH2:15][C:16]2[CH:17]=[CH:18][C:19]([F:22])=[CH:20][CH:21]=2)[CH2:10][CH2:9][NH:8][CH2:13][CH2:12]1)(=[O:25])[CH3:24]. (10) Given the reactants [NH2:1][C:2](=[O:37])[C@@H:3]([NH:20][C:21]([C:23]1([NH:29][C:30](=[O:36])[O:31][C:32]([CH3:35])([CH3:34])[CH3:33])[CH2:28][CH2:27][O:26][CH2:25][CH2:24]1)=[O:22])[CH2:4][C:5]1[CH:10]=[CH:9][C:8](B2OC(C)(C)C(C)(C)O2)=[CH:7][CH:6]=1.Br[C:39]1[CH:44]=[CH:43][C:42]([S:45]([N:48]2[CH2:53][CH2:52][O:51][CH2:50][CH2:49]2)(=[O:47])=[O:46])=[CH:41][CH:40]=1.C(=O)([O-])[O-].[Na+].[Na+], predict the reaction product. The product is: [NH2:1][C:2](=[O:37])[C@@H:3]([NH:20][C:21]([C:23]1([NH:29][C:30](=[O:36])[O:31][C:32]([CH3:33])([CH3:35])[CH3:34])[CH2:24][CH2:25][O:26][CH2:27][CH2:28]1)=[O:22])[CH2:4][C:5]1[CH:10]=[CH:9][C:8]([C:39]2[CH:44]=[CH:43][C:42]([S:45]([N:48]3[CH2:53][CH2:52][O:51][CH2:50][CH2:49]3)(=[O:47])=[O:46])=[CH:41][CH:40]=2)=[CH:7][CH:6]=1.